Task: Predict the reactants needed to synthesize the given product.. Dataset: Full USPTO retrosynthesis dataset with 1.9M reactions from patents (1976-2016) (1) Given the product [C:23]([C:7]1[C:8]2[C:13](=[CH:12][CH:11]=[C:10]([O:16][C:17]3[CH:22]=[CH:21][CH:20]=[CH:19][CH:18]=3)[CH:9]=2)[C:14]([OH:15])=[C:5]([C:3]([OH:4])=[O:2])[N:6]=1)#[N:24], predict the reactants needed to synthesize it. The reactants are: C[O:2][C:3]([C:5]1[N:6]=[C:7]([C:23]#[N:24])[C:8]2[C:13]([C:14]=1[OH:15])=[CH:12][CH:11]=[C:10]([O:16][C:17]1[CH:22]=[CH:21][CH:20]=[CH:19][CH:18]=1)[CH:9]=2)=[O:4].[OH-].[Na+].CO. (2) Given the product [CH3:1][C:2]1[N:3]([CH2:8][CH2:9][N:10]2[C:11](=[O:20])[C:12]3[C:13](=[CH:16][CH:17]=[CH:18][CH:19]=3)[C:14]2=[O:15])[CH:4]=[CH:5][N:6]=1, predict the reactants needed to synthesize it. The reactants are: [CH3:1][C:2]1[NH:3][CH:4]=[CH:5][N:6]=1.Br[CH2:8][CH2:9][N:10]1[C:14](=[O:15])[C:13]2=[CH:16][CH:17]=[CH:18][CH:19]=[C:12]2[C:11]1=[O:20].C(=O)([O-])[O-].[K+].[K+]. (3) Given the product [Cl:1][C:2]1[CH:9]=[CH:8][C:7]([N+:10]([O-:12])=[O:11])=[C:4]([CH:3]=1)[CH:5]=[O:6], predict the reactants needed to synthesize it. The reactants are: [Cl:1][C:2]1[CH:3]=[C:4]([CH:7]=[CH:8][CH:9]=1)[CH:5]=[O:6].[N+:10]([O-])([O-:12])=[O:11].[K+].